This data is from Full USPTO retrosynthesis dataset with 1.9M reactions from patents (1976-2016). The task is: Predict the reactants needed to synthesize the given product. (1) Given the product [CH3:10][O:9][C:8]1([O:11][CH3:12])[CH2:5][CH2:6][S:1][CH2:2][CH2:3]1, predict the reactants needed to synthesize it. The reactants are: [S:1]1[CH2:6][CH2:5]C(=O)[CH2:3][CH2:2]1.[CH:8](OC)([O:11][CH3:12])[O:9][CH3:10]. (2) Given the product [CH:18]1([NH:8][CH2:9][C:10]([F:17])([CH3:16])[C:11]([O:13][CH2:14][CH3:15])=[O:12])[CH2:19][CH2:20][CH2:21][CH2:22][CH2:23]1, predict the reactants needed to synthesize it. The reactants are: C([N:8]([CH:18]1[CH2:23][CH2:22][CH2:21][CH2:20][CH2:19]1)[CH2:9][C:10]([F:17])([CH3:16])[C:11]([O:13][CH2:14][CH3:15])=[O:12])C1C=CC=CC=1.C(O)(C(F)(F)F)=O. (3) Given the product [CH2:1]([O:3][C:4](=[O:43])[CH2:5][CH2:6][C:7]([C:9]1[CH:10]=[C:11]2[C:19](=[CH:20][CH:21]=1)[N:18]([CH2:22][CH:23]([CH2:28][CH3:29])[CH2:24][CH2:25][CH2:26][CH3:27])[C:17]1[C:12]2=[CH:13][C:14]([C:34](=[O:42])[C:35]2[CH:40]=[CH:39][C:38]([N:61]3[C:62]4[CH:50]=[CH:51][CH:52]=[CH:53][C:54]=4[C:55]4[C:60]3=[CH:59][CH:58]=[CH:57][CH:56]=4)=[CH:37][CH:36]=2)=[C:15]2[CH:33]=[CH:32][CH:31]=[CH:30][C:16]2=1)=[O:8])[CH3:2], predict the reactants needed to synthesize it. The reactants are: [CH2:1]([O:3][C:4](=[O:43])[CH2:5][CH2:6][C:7]([C:9]1[CH:10]=[C:11]2[C:19](=[CH:20][CH:21]=1)[N:18]([CH2:22][CH:23]([CH2:28][CH3:29])[CH2:24][CH2:25][CH2:26][CH3:27])[C:17]1[C:12]2=[CH:13][C:14]([C:34](=[O:42])[C:35]2[CH:40]=[CH:39][C:38](F)=[CH:37][CH:36]=2)=[C:15]2[CH:33]=[CH:32][CH:31]=[CH:30][C:16]2=1)=[O:8])[CH3:2].C([O-])([O-])=O.[K+].[K+].[CH:50]1[C:62]2[NH:61][C:60]3[C:55](=[CH:56][CH:57]=[CH:58][CH:59]=3)[C:54]=2[CH:53]=[CH:52][CH:51]=1.O. (4) The reactants are: [CH2:1]([O:8][C:9]1[CH:14]=[CH:13][C:12]([F:15])=[CH:11][C:10]=1[Cl:16])[C:2]1[CH:7]=[CH:6][CH:5]=[CH:4][CH:3]=1.C([Li])CCC.CN(C)[CH:24]=[O:25]. Given the product [CH2:1]([O:8][C:9]1[C:10]([Cl:16])=[C:11]([C:12]([F:15])=[CH:13][CH:14]=1)[CH:24]=[O:25])[C:2]1[CH:3]=[CH:4][CH:5]=[CH:6][CH:7]=1, predict the reactants needed to synthesize it. (5) Given the product [ClH:34].[CH2:32]([C:30]1[S:29][C:16]2[N:17]=[C:18]([NH:20][C:21]([NH:23][CH2:24][CH2:25][C:26]([OH:28])=[O:27])=[O:22])[N:19]=[C:14]([N:11]3[CH2:10][CH2:9][NH:8][CH2:13][CH2:12]3)[C:15]=2[CH:31]=1)[CH3:33], predict the reactants needed to synthesize it. The reactants are: C(OC([N:8]1[CH2:13][CH2:12][N:11]([C:14]2[C:15]3[CH:31]=[C:30]([CH2:32][CH3:33])[S:29][C:16]=3[N:17]=[C:18]([NH:20][C:21]([NH:23][CH2:24][CH2:25][C:26]([OH:28])=[O:27])=[O:22])[N:19]=2)[CH2:10][CH2:9]1)=O)(C)(C)C.[ClH:34]. (6) Given the product [OH:30][CH2:28][CH2:29][N:25]1[CH2:24][CH2:23][N:22]([C:19]2[CH:18]=[CH:17][C:16]([NH:15]/[CH:14]=[C:5]3\[C:6](=[O:13])[NH:7][C:8](=[O:12])[C:9]4[C:4]\3=[CH:3][C:2]([I:1])=[CH:11][CH:10]=4)=[CH:21][CH:20]=2)[CH2:27][CH2:26]1, predict the reactants needed to synthesize it. The reactants are: [I:1][C:2]1[CH:3]=[C:4]2[C:9](=[CH:10][CH:11]=1)[C:8](=[O:12])[NH:7][C:6](=[O:13])/[C:5]/2=[CH:14]\[NH:15][C:16]1[CH:21]=[CH:20][C:19]([N:22]2[CH2:27][CH2:26][NH:25][CH2:24][CH2:23]2)=[CH:18][CH:17]=1.[C:28](O[BH-](OC(=O)C)OC(=O)C)(=[O:30])[CH3:29].[Na+].C(O)C=O.C(O)(=O)C.C(=O)(O)[O-].[Na+].